This data is from CYP2D6 inhibition data for predicting drug metabolism from PubChem BioAssay. The task is: Regression/Classification. Given a drug SMILES string, predict its absorption, distribution, metabolism, or excretion properties. Task type varies by dataset: regression for continuous measurements (e.g., permeability, clearance, half-life) or binary classification for categorical outcomes (e.g., BBB penetration, CYP inhibition). Dataset: cyp2d6_veith. (1) The molecule is COc1ccc(-n2ccnc2SCC(=O)Nc2ccc(OC)cc2OC)cc1. The result is 0 (non-inhibitor). (2) The drug is CCC(=O)c1ccc2c(c1)N(CCCN(C)C)c1ccccc1S2. The result is 1 (inhibitor). (3) The drug is Cc1sc2nc(C3CC3)nc(SCC(=O)N3CC(=O)Nc4ccccc43)c2c1C. The result is 0 (non-inhibitor). (4) The compound is Fc1ccc(SCCc2cc[nH+]cc2)cc1.[Cl-]. The result is 1 (inhibitor). (5) The molecule is COc1ncc2nc(-c3ccc(Cl)cc3)c(=O)n(CCc3ccccc3)c2n1. The result is 0 (non-inhibitor). (6) The drug is CC1(C)OC[C@@H]2O[C@H](n3cnc4c(N)nc(Cl)nc43)[C@@H](OS(C)(=O)=O)[C@@H]2O1. The result is 0 (non-inhibitor).